This data is from Retrosynthesis with 50K atom-mapped reactions and 10 reaction types from USPTO. The task is: Predict the reactants needed to synthesize the given product. (1) Given the product Cc1ccc(-c2ncccn2)c(C(=O)N2C[C@@H]3C[C@@H]3C[C@H]2CN)n1, predict the reactants needed to synthesize it. The reactants are: Cc1ccc(-c2ncccn2)c(C(=O)N2C[C@@H]3C[C@@H]3C[C@H]2CN2C(=O)c3ccccc3C2=O)n1. (2) Given the product COc1ccc(C(F)(F)F)cc1NC(=O)Nc1c(F)cccc1Br, predict the reactants needed to synthesize it. The reactants are: COc1ccc(C(F)(F)F)cc1N=C=O.Nc1c(F)cccc1Br. (3) Given the product CC(=O)Nc1c(C#N)cnn1-c1ccc(C)cc1Cl, predict the reactants needed to synthesize it. The reactants are: CC(=O)Cl.Cc1ccc(-n2ncc(C#N)c2N)c(Cl)c1. (4) Given the product NCc1ccc(Oc2ccc(F)c(F)c2)c(F)c1, predict the reactants needed to synthesize it. The reactants are: N.O=Cc1ccc(Oc2ccc(F)c(F)c2)c(F)c1. (5) Given the product CS(=O)(=O)N1CCN(NC(=O)c2cnc(OCC(F)(F)F)c(-c3ccc(Cl)cc3)c2)CC1, predict the reactants needed to synthesize it. The reactants are: CS(=O)(=O)Cl.O=C(NN1CCNCC1)c1cnc(OCC(F)(F)F)c(-c2ccc(Cl)cc2)c1. (6) Given the product O=C(NN1CCOCC1)c1cnc(OCC(F)(F)F)c(C2CCCCC2)c1, predict the reactants needed to synthesize it. The reactants are: NN1CCOCC1.O=C(O)c1cnc(OCC(F)(F)F)c(C2CCCCC2)c1.